This data is from Forward reaction prediction with 1.9M reactions from USPTO patents (1976-2016). The task is: Predict the product of the given reaction. (1) Given the reactants [C:1]([C:3]1[CH:11]=[CH:10][C:6]([C:7](Cl)=[O:8])=[CH:5][CH:4]=1)#[N:2].[OH:12][C:13]([C:23]1[CH:28]=[CH:27][C:26]([N+:29]([O-])=O)=[CH:25][CH:24]=1)([CH3:22])[CH2:14][NH:15][S:16]([CH:19]([CH3:21])[CH3:20])(=[O:18])=[O:17].C(N(CC)CC)C.O, predict the reaction product. The product is: [C:1]([C:3]1[CH:11]=[CH:10][C:6]([C:7]([NH:29][C:26]2[CH:25]=[CH:24][C:23]([C:13]([OH:12])([CH3:22])[CH2:14][NH:15][S:16]([CH:19]([CH3:20])[CH3:21])(=[O:18])=[O:17])=[CH:28][CH:27]=2)=[O:8])=[CH:5][CH:4]=1)#[N:2]. (2) Given the reactants [N:1]1([C:6]2[CH:26]=[CH:25][C:9]([CH2:10][C:11]3[C:12]([O:23][CH3:24])=[N:13][C:14]4[C:19]([C:20]=3[Cl:21])=[CH:18][C:17](I)=[CH:16][CH:15]=4)=[CH:8][CH:7]=2)[CH:5]=[N:4][CH:3]=[N:2]1.[CH3:27][C:28]1[C:33]([C:34]([C:36]2[N:40]([CH3:41])[N:39]=[N:38][CH:37]=2)=[O:35])=[CH:32][CH:31]=[C:30]([CH3:42])[N:29]=1, predict the reaction product. The product is: [N:1]1([C:6]2[CH:26]=[CH:25][C:9]([CH2:10][C:11]3[C:12]([O:23][CH3:24])=[N:13][C:14]4[C:19]([C:20]=3[Cl:21])=[CH:18][C:17]([C:34]([C:33]3[C:28]([CH3:27])=[N:29][C:30]([CH3:42])=[CH:31][CH:32]=3)([C:36]3[N:40]([CH3:41])[N:39]=[N:38][CH:37]=3)[OH:35])=[CH:16][CH:15]=4)=[CH:8][CH:7]=2)[CH:5]=[N:4][CH:3]=[N:2]1. (3) The product is: [CH3:1][O:2][CH2:3][C:4]1[CH:9]=[CH:8][C:7]([C:10]([F:11])([F:12])[F:13])=[CH:6][C:5]=1[NH2:14]. Given the reactants [CH3:1][O:2][CH2:3][C:4]1[CH:9]=[CH:8][C:7]([C:10]([F:13])([F:12])[F:11])=[CH:6][C:5]=1[N+:14]([O-])=O.[H][H], predict the reaction product. (4) Given the reactants [O:1]1[CH2:6][CH2:5][N:4]([C:7]2[CH:13]=[CH:12][C:10]([NH2:11])=[CH:9][CH:8]=2)[CH2:3][CH2:2]1.Cl[C:15]1[N:16]=[C:17]([OH:34])[C:18]2[CH:24]=[CH:23][N:22]=[C:21]([C:25]3[CH:30]=[CH:29][CH:28]=[C:27]([N+:31]([O-:33])=[O:32])[CH:26]=3)[C:19]=2[N:20]=1.C(O)(C(F)(F)F)=O, predict the reaction product. The product is: [O:1]1[CH2:2][CH2:3][N:4]([C:7]2[CH:13]=[CH:12][C:10]([NH:11][C:15]3[N:16]=[C:17]([OH:34])[C:18]4[CH:24]=[CH:23][N:22]=[C:21]([C:25]5[CH:30]=[CH:29][CH:28]=[C:27]([N+:31]([O-:33])=[O:32])[CH:26]=5)[C:19]=4[N:20]=3)=[CH:9][CH:8]=2)[CH2:5][CH2:6]1. (5) Given the reactants [C:1]([O:5][C@@H:6]([C:10]1[C:37]([CH3:38])=[N:36][C:35]2=[CH:39][C:32]3=[N:33][N:34]2[C:11]=1[N:12]1[CH2:43][CH2:42][C:15]([CH3:44])([O:16][CH2:17][CH2:18][CH2:19][CH2:20][C@H:21]([CH3:41])[O:22][C:23]2[CH:24]=[C:25]([CH3:40])[CH:26]=[CH:27][C:28]=2[CH2:29][O:30][CH2:31]3)[CH2:14][CH2:13]1)[C:7]([O-:9])=[O:8])([CH3:4])([CH3:3])[CH3:2].[OH-].[Na+].Cl, predict the reaction product. The product is: [C:1]([O:5][C@@H:6]([C:10]1[C:37]([CH3:38])=[N:36][C:35]2=[CH:39][C:32]3=[N:33][N:34]2[C:11]=1[N:12]1[CH2:13][CH2:14][C:15]([CH3:44])([O:16][CH2:17][CH2:18][CH2:19][CH2:20][C@H:21]([CH3:41])[O:22][C:23]2[CH:24]=[C:25]([CH3:40])[CH:26]=[CH:27][C:28]=2[CH2:29][O:30][CH2:31]3)[CH2:42][CH2:43]1)[C:7]([OH:9])=[O:8])([CH3:4])([CH3:2])[CH3:3]. (6) Given the reactants [Cl:1][C:2]1[CH2:6][CH:5]([C:7]([O:9][CH3:10])=[O:8])[N:4]([C:11]2[CH:12]=[N:13][CH:14]=[CH:15][CH:16]=2)[N:3]=1.[N+]([O-])([O-])=O.[Ce+4].[NH4+].[NH4+].[N+]([O-])([O-])=O.[N+]([O-])([O-])=O.[N+]([O-])([O-])=O.[N+]([O-])([O-])=O.[N+]([O-])([O-])=O.O1CCCC1, predict the reaction product. The product is: [Cl:1][C:2]1[CH:6]=[C:5]([C:7]([O:9][CH3:10])=[O:8])[N:4]([C:11]2[CH:12]=[N:13][CH:14]=[CH:15][CH:16]=2)[N:3]=1. (7) Given the reactants [C:1]([C:3]1[CH:8]=[CH:7][C:6](/[CH:9]=[CH:10]/[C:11]([O:13][C:14]([CH3:17])([CH3:16])[CH3:15])=[O:12])=[CH:5][C:4]=1[N+:18]([O-])=O)#[N:2].[H][H], predict the reaction product. The product is: [NH2:18][C:4]1[CH:5]=[C:6]([CH2:9][CH2:10][C:11]([O:13][C:14]([CH3:17])([CH3:16])[CH3:15])=[O:12])[CH:7]=[CH:8][C:3]=1[C:1]#[N:2].